From a dataset of Full USPTO retrosynthesis dataset with 1.9M reactions from patents (1976-2016). Predict the reactants needed to synthesize the given product. (1) Given the product [C:29]([C:28]1[CH:31]=[CH:32][C:25]([CH2:24][NH:23][C:5](=[O:7])[CH:4]([O:3][CH2:1][CH3:2])[N:8]2[CH2:16][C:15]3[C:10](=[CH:11][CH:12]=[CH:13][C:14]=3[CH3:17])[C:9]2=[O:18])=[C:26]([N+:33]([O-:35])=[O:34])[CH:27]=1)#[N:30], predict the reactants needed to synthesize it. The reactants are: [CH2:1]([O:3][CH:4]([N:8]1[CH2:16][C:15]2[C:10](=[CH:11][CH:12]=[CH:13][C:14]=2[CH3:17])[C:9]1=[O:18])[C:5]([OH:7])=O)[CH3:2].C([O-])(=O)C.[NH2:23][CH2:24][C:25]1[CH:32]=[CH:31][C:28]([C:29]#[N:30])=[CH:27][C:26]=1[N+:33]([O-:35])=[O:34]. (2) The reactants are: [NH:1]1[CH2:6][CH2:5][CH:4]([C:7]2[CH:15]=[CH:14][CH:13]=[C:12]3[C:8]=2[CH2:9][C:10](=[O:16])[NH:11]3)[CH2:3][CH2:2]1.[CH:17]([C:19]1[NH:23][C:22]([CH3:24])=[C:21]([CH2:25][C:26]([OH:28])=[O:27])[C:20]=1[CH3:29])=O. Given the product [CH3:24][C:22]1[NH:23][C:19]([CH:17]=[C:9]2[C:8]3[C:12](=[CH:13][CH:14]=[CH:15][C:7]=3[CH:4]3[CH2:3][CH2:2][NH:1][CH2:6][CH2:5]3)[NH:11][C:10]2=[O:16])=[C:20]([CH3:29])[C:21]=1[CH2:25][C:26]([OH:28])=[O:27], predict the reactants needed to synthesize it. (3) Given the product [CH3:1][S:2]([C:5]1[CH:6]=[CH:7][C:8]([C:11]2[N:16]=[CH:15][C:14]([O:17][CH2:23][CH:24]3[CH2:29][CH2:28][N:27]([C:30]([O:32][C:33]([CH3:34])([CH3:36])[CH3:35])=[O:31])[CH2:26][CH2:25]3)=[CH:13][CH:12]=2)=[CH:9][CH:10]=1)(=[O:4])=[O:3], predict the reactants needed to synthesize it. The reactants are: [CH3:1][S:2]([C:5]1[CH:10]=[CH:9][C:8]([C:11]2[N:16]=[CH:15][C:14]([OH:17])=[CH:13][CH:12]=2)=[CH:7][CH:6]=1)(=[O:4])=[O:3].CS(O[CH2:23][CH:24]1[CH2:29][CH2:28][N:27]([C:30]([O:32][C:33]([CH3:36])([CH3:35])[CH3:34])=[O:31])[CH2:26][CH2:25]1)(=O)=O.C([O-])([O-])=O.[K+].[K+].O. (4) Given the product [CH2:14]([O:13][C:4]1[CH:5]=[C:6]([S:9]([Cl:12])(=[O:11])=[O:10])[CH:7]=[CH:8][C:3]=1[C:1]#[N:2])[CH2:15][CH2:17][CH3:18], predict the reactants needed to synthesize it. The reactants are: [C:1]([C:3]1[CH:8]=[CH:7][C:6]([S:9]([Cl:12])(=[O:11])=[O:10])=[CH:5][C:4]=1[O:13][CH2:14][CH3:15])#[N:2].Br[CH2:17][CH2:18]CC.